Dataset: Forward reaction prediction with 1.9M reactions from USPTO patents (1976-2016). Task: Predict the product of the given reaction. (1) Given the reactants [NH2:1][C@H:2]1[CH2:8][CH2:7][CH2:6][C@@H:5]([C:9]2[CH:14]=[CH:13][CH:12]=[CH:11][CH:10]=2)[N:4]([CH3:15])[C:3]1=[O:16].[F:17][C:18]1[CH:19]=[C:20]([CH2:25][C:26]([NH:28][C@H:29]([C:31](O)=[O:32])[CH3:30])=[O:27])[CH:21]=[C:22]([F:24])[CH:23]=1.CCN=C=NCCCN(C)C.Cl.CN1CCOCC1, predict the reaction product. The product is: [F:17][C:18]1[CH:19]=[C:20]([CH2:25][C:26]([NH:28][C@H:29]([C:31]([NH:1][C@H:2]2[CH2:8][CH2:7][CH2:6][C@@H:5]([C:9]3[CH:14]=[CH:13][CH:12]=[CH:11][CH:10]=3)[N:4]([CH3:15])[C:3]2=[O:16])=[O:32])[CH3:30])=[O:27])[CH:21]=[C:22]([F:24])[CH:23]=1. (2) Given the reactants Cl[CH2:2][CH2:3][N:4]1[CH2:9][CH2:8][CH2:7][CH2:6][CH2:5]1.[OH:10][C:11]1[CH:12]=[C:13]2[C:18](=[CH:19][CH:20]=1)[N:17]=[C:16]([C:21]1[CH:22]=[N:23][CH:24]=[CH:25][CH:26]=1)[N:15]=[C:14]2[NH:27][C:28]1[CH:36]=[CH:35][CH:34]=[CH:33][C:29]=1[C:30]([NH2:32])=[O:31].CCN(P1(N(C)CCCN1C)=NC(C)(C)C)CC, predict the reaction product. The product is: [N:4]1([CH2:3][CH2:2][O:10][C:11]2[CH:12]=[C:13]3[C:18](=[CH:19][CH:20]=2)[N:17]=[C:16]([C:21]2[CH:22]=[N:23][CH:24]=[CH:25][CH:26]=2)[N:15]=[C:14]3[NH:27][C:28]2[CH:36]=[CH:35][CH:34]=[CH:33][C:29]=2[C:30]([NH2:32])=[O:31])[CH2:9][CH2:8][CH2:7][CH2:6][CH2:5]1.